Dataset: Forward reaction prediction with 1.9M reactions from USPTO patents (1976-2016). Task: Predict the product of the given reaction. (1) Given the reactants [F:1][C:2]1[C:15]2[O:14][C:13]3[C:8](=[CH:9][C:10]([NH2:16])=[CH:11][CH:12]=3)[C@@:7]3([CH2:21][CH2:20][O:19][C:18]([NH2:22])=[N:17]3)[C:6]=2[CH:5]=[C:4]([O:23]C)[CH:3]=1.B(Br)(Br)Br, predict the reaction product. The product is: [NH2:22][C:18]1[O:19][CH2:20][CH2:21][C@@:7]2([N:17]=1)[C:6]1[CH:5]=[C:4]([OH:23])[CH:3]=[C:2]([F:1])[C:15]=1[O:14][C:13]1[C:8]2=[CH:9][C:10]([NH2:16])=[CH:11][CH:12]=1. (2) Given the reactants [F:1][C:2]1[N:7]=[CH:6][C:5]([C@@H:8]2[CH2:12][CH2:11][C:10](=O)[CH2:9]2)=[CH:4][CH:3]=1.[Cl:14][C:15]1[CH:16]=[C:17]([C@H:21]([NH2:23])[CH3:22])[CH:18]=[CH:19][CH:20]=1, predict the reaction product. The product is: [Cl:14][C:15]1[CH:16]=[C:17]([C@H:21]([NH:23][C@H:10]2[CH2:11][CH2:12][C@@H:8]([C:5]3[CH:6]=[N:7][C:2]([F:1])=[CH:3][CH:4]=3)[CH2:9]2)[CH3:22])[CH:18]=[CH:19][CH:20]=1.